Dataset: Full USPTO retrosynthesis dataset with 1.9M reactions from patents (1976-2016). Task: Predict the reactants needed to synthesize the given product. (1) The reactants are: [CH2:1]([N:3]1[C:7]2=[N:8][C:9]([CH2:33][CH3:34])=[C:10]([CH2:19][NH:20][C:21]([C:23]3[CH:24]=[C:25]([CH:29]=[C:30]([CH3:32])[CH:31]=3)[C:26](O)=[O:27])=[O:22])[C:11]([NH:12][CH:13]3[CH2:18][CH2:17][O:16][CH2:15][CH2:14]3)=[C:6]2[CH:5]=[N:4]1)[CH3:2].CN(C(ON1N=NC2C=CC=CC1=2)=[N+](C)C)C.F[P-](F)(F)(F)(F)F.[Br:59][C:60]1[CH:61]=[C:62]([CH2:67][NH2:68])[CH:63]=[CH:64][C:65]=1[Cl:66]. Given the product [Br:59][C:60]1[CH:61]=[C:62]([CH2:67][NH:68][C:26]([C:25]2[CH:29]=[C:30]([CH3:32])[CH:31]=[C:23]([C:21]([NH:20][CH2:19][C:10]3[C:11]([NH:12][CH:13]4[CH2:18][CH2:17][O:16][CH2:15][CH2:14]4)=[C:6]4[CH:5]=[N:4][N:3]([CH2:1][CH3:2])[C:7]4=[N:8][C:9]=3[CH2:33][CH3:34])=[O:22])[CH:24]=2)=[O:27])[CH:63]=[CH:64][C:65]=1[Cl:66], predict the reactants needed to synthesize it. (2) Given the product [CH:23]1([CH2:29][O:30][C:31]2[C:38]([O:39][CH3:40])=[CH:37][CH:36]=[CH:35][C:32]=2/[CH:33]=[CH:1]/[C:2]2[N:3]=[C:4]3[S:22][CH:21]=[CH:20][N:5]3[C:6](=[O:19])[C:7]=2[C:8]2[CH:13]=[CH:12][C:11]([O:14][C:15]([F:17])([F:18])[F:16])=[CH:10][CH:9]=2)[CH2:24][CH2:25][CH2:26][CH2:27][CH2:28]1, predict the reactants needed to synthesize it. The reactants are: [CH3:1][C:2]1[N:3]=[C:4]2[S:22][CH:21]=[CH:20][N:5]2[C:6](=[O:19])[C:7]=1[C:8]1[CH:13]=[CH:12][C:11]([O:14][C:15]([F:18])([F:17])[F:16])=[CH:10][CH:9]=1.[CH:23]1([CH2:29][O:30][C:31]2[C:38]([O:39][CH3:40])=[CH:37][CH:36]=[CH:35][C:32]=2[CH:33]=O)[CH2:28][CH2:27][CH2:26][CH2:25][CH2:24]1.[O-]CC.[Na+]. (3) Given the product [F:14][C:11]1[CH:12]=[CH:13][C:8]([C:6]2[N:5]=[C:4]([NH:15][C:16]3[CH:21]=[CH:20][C:19]([O:22][C:23]([F:26])([F:25])[F:24])=[CH:18][CH:17]=3)[CH:3]=[C:2]([N:27]3[CH2:32][CH2:31][O:30][CH2:29][CH2:28]3)[N:7]=2)=[CH:9][CH:10]=1, predict the reactants needed to synthesize it. The reactants are: Cl[C:2]1[N:7]=[C:6]([C:8]2[CH:13]=[CH:12][C:11]([F:14])=[CH:10][CH:9]=2)[N:5]=[C:4]([NH:15][C:16]2[CH:21]=[CH:20][C:19]([O:22][C:23]([F:26])([F:25])[F:24])=[CH:18][CH:17]=2)[CH:3]=1.[NH:27]1[CH2:32][CH2:31][O:30][CH2:29][CH2:28]1. (4) Given the product [NH2:1][C:2]1[N:16]=[CH:15][C:14]([C:23]2[CH:24]=[CH:25][C:20]([CH2:19][OH:18])=[CH:21][CH:22]=2)=[CH:13][C:3]=1[C:4]([NH:6][C:7]1[CH:12]=[CH:11][N:10]=[CH:9][CH:8]=1)=[O:5], predict the reactants needed to synthesize it. The reactants are: [NH2:1][C:2]1[N:16]=[CH:15][C:14](Br)=[CH:13][C:3]=1[C:4]([NH:6][C:7]1[CH:12]=[CH:11][N:10]=[CH:9][CH:8]=1)=[O:5].[OH:18][CH2:19][C:20]1[CH:25]=[CH:24][C:23](B(O)O)=[CH:22][CH:21]=1. (5) The reactants are: [C:1]([CH:4]1[N:9]([C:10]2[CH:15]=[CH:14][C:13]([C:16]([OH:25])([C:21]([F:24])([F:23])[F:22])[C:17]([F:20])([F:19])[F:18])=[CH:12][CH:11]=2)[CH2:8][CH2:7][N:6]([S:26]([C:29]2[S:33][C:32]([NH:34]C(=O)C)=[N:31][N:30]=2)(=[O:28])=[O:27])[CH2:5]1)#[C:2][CH3:3].Cl.O1CCOCC1. Given the product [NH2:34][C:32]1[S:33][C:29]([S:26]([N:6]2[CH2:7][CH2:8][N:9]([C:10]3[CH:11]=[CH:12][C:13]([C:16]([OH:25])([C:17]([F:19])([F:20])[F:18])[C:21]([F:23])([F:24])[F:22])=[CH:14][CH:15]=3)[CH:4]([C:1]#[C:2][CH3:3])[CH2:5]2)(=[O:27])=[O:28])=[N:30][N:31]=1, predict the reactants needed to synthesize it. (6) The reactants are: [C:1]([C:3]1[CH:4]=[C:5]([CH:10]=[CH:11][C:12]=1[CH2:13][CH:14]([CH3:16])[CH3:15])[C:6]([O:8]C)=[O:7])#[N:2].[Li+].[OH-]. Given the product [C:1]([C:3]1[CH:4]=[C:5]([CH:10]=[CH:11][C:12]=1[CH2:13][CH:14]([CH3:16])[CH3:15])[C:6]([OH:8])=[O:7])#[N:2], predict the reactants needed to synthesize it. (7) The reactants are: [CH2:1]([S:3][C:4]1[C:9]([C:10]([NH:12][CH2:13][C:14]2[CH:19]=[CH:18][CH:17]=[C:16]([F:20])[CH:15]=2)=[O:11])=[C:8]([CH3:21])[CH:7]=[C:6]([NH:22][CH3:23])[N:5]=1)[CH3:2].CCN(C(C)C)C(C)C.Cl[CH2:34][C:35](=[O:37])[CH3:36].[OH-].[Na+]. Given the product [CH2:1]([S:3][C:4]1[C:9]([C:10]([NH:12][CH2:13][C:14]2[CH:19]=[CH:18][CH:17]=[C:16]([F:20])[CH:15]=2)=[O:11])=[C:8]([CH3:21])[CH:7]=[C:6]([N:22]([CH3:23])[CH2:34][C:35](=[O:37])[CH3:36])[N:5]=1)[CH3:2], predict the reactants needed to synthesize it. (8) Given the product [C:19]([O:23][C:24]([N:26]1[CH2:27][CH2:28][N:29]([C:32]2[NH:36][C:4]([C:6]3[CH:11]=[CH:10][N:9]=[C:8]([Cl:12])[CH:7]=3)=[CH:3][C:33]=2[C:34]#[N:35])[CH2:30][CH2:31]1)=[O:25])([CH3:22])([CH3:20])[CH3:21], predict the reactants needed to synthesize it. The reactants are: Br.Br[CH2:3][C:4]([C:6]1[CH:11]=[CH:10][N:9]=[C:8]([Cl:12])[CH:7]=1)=O.C([O-])(O)=O.[Na+].Cl.[C:19]([O:23][C:24]([N:26]1[CH2:31][CH2:30][N:29]([C:32]([NH2:36])=[CH:33][C:34]#[N:35])[CH2:28][CH2:27]1)=[O:25])([CH3:22])([CH3:21])[CH3:20]. (9) Given the product [F:1][C:2]1[CH:7]=[CH:6][C:5]([C:8]([C:9]#[N:10])=[N:15][OH:16])=[CH:4][CH:3]=1, predict the reactants needed to synthesize it. The reactants are: [F:1][C:2]1[CH:7]=[CH:6][C:5]([CH2:8][C:9]#[N:10])=[CH:4][CH:3]=1.[O-]CC.[Na+].[N:15](OCCC(C)C)=[O:16]. (10) Given the product [CH:26]1([NH:33][CH2:6][CH2:7][C:8]#[C:9][C:10]2[CH:15]=[CH:14][C:13]([C:16]3[N:17]=[C:18]4[CH:23]=[C:22]([CH3:24])[CH:21]=[CH:20][N:19]4[CH:25]=3)=[CH:12][CH:11]=2)[CH2:32][CH2:31][CH2:30][CH2:29][CH2:28][CH2:27]1, predict the reactants needed to synthesize it. The reactants are: CS(O[CH2:6][CH2:7][C:8]#[C:9][C:10]1[CH:15]=[CH:14][C:13]([C:16]2[N:17]=[C:18]3[CH:23]=[C:22]([CH3:24])[CH:21]=[CH:20][N:19]3[CH:25]=2)=[CH:12][CH:11]=1)(=O)=O.[CH:26]1([NH2:33])[CH2:32][CH2:31][CH2:30][CH2:29][CH2:28][CH2:27]1.C(=O)([O-])[O-].[K+].[K+].CO.ClCCl.